From a dataset of Forward reaction prediction with 1.9M reactions from USPTO patents (1976-2016). Predict the product of the given reaction. (1) Given the reactants [Cl:1][C:2]1[CH:7]=[CH:6][CH:5]=[C:4]([Cl:8])[C:3]=1[N:9]1[C:13]([CH2:14][O:15][C:16]2[CH:21]=[CH:20][C:19]([C:22](=[O:24])[CH3:23])=[C:18]([CH3:25])[CH:17]=2)=[C:12]([CH:26]([CH3:28])[CH3:27])[N:11]=[N:10]1.[BH4-].[Na+], predict the reaction product. The product is: [Cl:1][C:2]1[CH:7]=[CH:6][CH:5]=[C:4]([Cl:8])[C:3]=1[N:9]1[C:13]([CH2:14][O:15][C:16]2[CH:21]=[CH:20][C:19]([CH:22]([OH:24])[CH3:23])=[C:18]([CH3:25])[CH:17]=2)=[C:12]([CH:26]([CH3:28])[CH3:27])[N:11]=[N:10]1. (2) Given the reactants [NH2:1][C@H:2]([C:4]([OH:6])=[O:5])[CH3:3].NC(C(O)=O)(C)C.N[C@H](C(O)=O)CCCCN.N[C@H](C(O)=O)CCCNC(N)=O.N[C@H](C(O)=O)CCC(=O)N.[NH2:46][C@H:47](C(O)=O)[CH2:48][C:49]1[CH:54]=[CH:53][CH:52]=[CH:51][CH:50]=1, predict the reaction product. The product is: [NH2:1][C@H:2]([C:4]([OH:6])=[O:5])[CH2:3][C:48]1[C:49]2[C:54](=[CH:53][CH:52]=[CH:51][CH:50]=2)[NH:46][CH:47]=1. (3) Given the reactants [C:1]([C:5]1[CH:6]=[C:7]([NH:13][C:14]([NH:16][C@@H:17]2[C:26]3[C:21](=[CH:22][CH:23]=[CH:24][CH:25]=3)[C@H:20]([O:27][C:28]3[CH:29]=[CH:30][C:31]4[N:32]([C:34]([N:37]5[C@H:42]([CH3:43])[CH2:41][CH2:40][CH2:39][C@@H:38]5[CH3:44])=[N:35][N:36]=4)[CH:33]=3)[CH2:19][CH2:18]2)=[O:15])[N:8]([CH2:10][CH2:11][OH:12])[N:9]=1)([CH3:4])([CH3:3])[CH3:2].CCN(C(C)C)C(C)C.[CH3:54][S:55](Cl)(=[O:57])=[O:56], predict the reaction product. The product is: [C:1]([C:5]1[CH:6]=[C:7]([NH:13][C:14]([NH:16][C@@H:17]2[C:26]3[C:21](=[CH:22][CH:23]=[CH:24][CH:25]=3)[C@H:20]([O:27][C:28]3[CH:29]=[CH:30][C:31]4[N:32]([C:34]([N:37]5[C@H:42]([CH3:43])[CH2:41][CH2:40][CH2:39][C@@H:38]5[CH3:44])=[N:35][N:36]=4)[CH:33]=3)[CH2:19][CH2:18]2)=[O:15])[N:8]([CH2:10][CH2:11][O:12][S:55]([CH3:54])(=[O:57])=[O:56])[N:9]=1)([CH3:4])([CH3:2])[CH3:3]. (4) Given the reactants [Br:1]N1C(=O)CCC1=O.[Cl:9][C:10]1[C:11]2[N:12]([C:24]([CH3:27])=[N:25][CH:26]=2)[C:13]([C:16]([NH:18][CH2:19][CH2:20][CH2:21][O:22][CH3:23])=[O:17])=[CH:14][N:15]=1, predict the reaction product. The product is: [Br:1][C:26]1[N:25]=[C:24]([CH3:27])[N:12]2[C:13]([C:16]([NH:18][CH2:19][CH2:20][CH2:21][O:22][CH3:23])=[O:17])=[CH:14][N:15]=[C:10]([Cl:9])[C:11]=12.